From a dataset of B-cell epitopes from PDB crystal structures with 447 antigens. Token-level Classification. Given an antigen amino acid sequence, predict which amino acid positions are active epitope sites capable of antibody binding. Output is a list of indices for active positions. (1) Given the antigen sequence: LNLDPVQLTFYAGPNGSQFGFSLDFHKDSHGRVAIVVGAPRTLGPSQEETGGVFLCPWRAEGGQCPSLLFDLRDETRNVGSQTLQTFKARQGLGASVVSWSDVIVACAPWQHWNVLEKTEEAEKTPVGSCFLAQPESGRRAEYSPCRGNTLSRIYVENDFSWDKRYCEAGFSSVVTQAGELVLGAPGGYYFLGLLAQAPVADIFSSYRPGILLWHVSSQSLSFDSSNPEYFDGYWGYSVAVGEFDGDLNTTEYVVGAPTWSWTLGAVEILDSYYQRLHRLRGEQMASYFGHSVAVTDVNGDGRHDLLVGAPLYMESRADRKLAEVGRVYLFLQPRGPHALGAPSLLLTGTQLYGRFGSAIAPLGDLDRDGYNDIAVAAPYGGPSGRGQVLVFLGQSEGLRSRPSQVLDSPFPTGSAFGFSLRGAVDIDDNGYPDLIVGAYGANQVAVYRAQP, which amino acid positions are active epitope sites? The epitope positions are: [76, 77, 78, 79, 80, 81, 82, 83, 84, 116, 117, 148, 149, 153, 154, 157, 158, 204, 205, 206... (30 total positions)]. The amino acids at these positions are: RNVGSQTLQEKNTIYNDSSYRPGILLWHVS. (2) Given the antigen sequence: FASQAVAKPYFVFALILFVGQILFGLIMGLQYVVGDFLFPAIPFNVARMVHTNLLIVWLLFGFMGAAYYLVPEESDCELYSPKLAWILFWVFAAAGVLTILGYLLVPYAGLARLTGNELWPTMGREFLEQPTISKAGIVIVALGFLFNVGMTVLRGRKTAISMVLMTGLIGLALLFLFSFYNPENLTRDKFYWWWVVHLWVEGVWELIMGAILAFVLVKITGVDREVIEKWLYVIIAMALISGIIGTGHHYFWIGVPGYWLWLGSVFSALEPLPFFAMVLFAFNTINRRRRDYPNRAVALWAMGTTVMAFLGAGVWGFMHTLAPVNYYTHGTQLTAAHGHMAFYGAYAMIVMTIISYAMPRLRGIGEAMDNRSQVLEMWGFWLMTVAMVFITLFLSAAGVLQVWLQRMPADGAAMTFMATQDQLAIFYWLREGAGVVFLIGLVAYLLSF, which amino acid positions are active epitope sites? The epitope positions are: [411, 412, 413, 414, 415, 417, 418, 421, 422]. The amino acids at these positions are: GAAMTMADQ. (3) Given the antigen sequence: PGDQICIGYHANNSTEQVDTIMEKNVTVTHAQDILEKKHNGKLCDLDGVKPLILRDCSVAGWLLGNPMCDEFINVPEWSYIVEKANPVNDLCYPGDFNDYEELKHLLSRINHFEKIQIIPKSSWSSHEASLGVSSACPYQGKSSFFRNVVWLIKKNSTYPTIKRSYNNTNQEDLLVLWGIHHPNDAAEQTKLYQNPTTYISVGTSTLNQRLVPRIATRSKVNGQSGRMEFFWTILKPNDAINFESNGNFIAPEYAYKIVKKGDSTIMKSELEYGNCNTKCQTPMGAINSSMPFHNIHPLTIGECPKYVKSNRLVLATGLRNSP, which amino acid positions are active epitope sites? The epitope positions are: [29, 31, 32, 33, 34, 35, 289, 290, 291, 292, 293, 316, 318]. The amino acids at these positions are: HQDILESMPFHTL. (4) Given the antigen sequence: NPKLYFLSTFVVTYILWFTGAYLSFSSTYSGIYMLIMLPGLMAPFIISTILIAKKKDFINRLFNLKLINLKTIPVVFLLMPAVILLSILLSIPFGGSISQFQFSGGDFVPVLFLLLLAATFEELGWRGYAFDSLQSRYSLFKASILFGIFWSLWHFPLIFVNNSYQYEIFNQSIWYGLNFFLSILPMGIIITWMCLKNRKSIILAIIFHFLINLNQELLAITQDTKIIETGVLFLVAAAIILYDKKMFFEK, which amino acid positions are active epitope sites? The epitope positions are: [23, 29, 30, 32, 94, 103, 104, 105, 106, 107, 161, 162, 164, 167, 168, 169, 170, 171, 172, 175... (27 total positions)]. The amino acids at these positions are: SSGYGSGGDFNNYEIFNQSYQEAITQD. (5) Given the antigen sequence: LGSRRTLMLLAQMRKISLFSCLKDRHDFGFPQEEFGNQFQKAETIPVLHEMIQQIFNLFSTKDSSAAWDETLLDKFYTELYQQLNDLEACVIQGMKEDSILAVRKYFQRITLYLKEKKYSPCAWEVVRAEIMRSFSLSTNLQESL, which amino acid positions are active epitope sites? The epitope positions are: [10, 13, 15, 16, 17, 18, 21, 24, 25, 26, 31, 108, 124, 127, 128, 131, 132, 135, 136]. The amino acids at these positions are: ARISLFLRHDQRERAMRSL. (6) Given the antigen sequence: LTPLAYKQFIPNVAEKTLGASGRYEGKISRNSERFKELTPNYNPDIIFKDEENTGADRLMTQRCKDKLNALAISVMNQWPGVKLRVTEGWDEDGHHSEESLHYEGRAVDITTSDRDRSKYGMLARLAVEAGFDWVYYESKAHIHCSVKAENSV, which amino acid positions are active epitope sites? The epitope positions are: [5, 6, 48, 84, 86, 87, 92, 93, 94, 95, 96, 97, 108, 110, 114, 116, 135, 137, 138, 139... (22 total positions)]. The amino acids at these positions are: YKKRTEDGHHSEDTRRYESKAH. (7) Given the antigen sequence: GAVVGGLGGYMLGSAMSRPMIHFGNDWEDRYYRENMYRYPNQVYYRPVDQYSNQNNFVHDCVNITIKQHTVTTTTKGENFTETDVKMMERVVEQMCVTQYQKESQAYY, which amino acid positions are active epitope sites? The epitope positions are: [19, 20, 21, 22, 23, 24, 25, 26, 27, 28, 29, 85, 86, 89, 90, 93, 94]. The amino acids at these positions are: MIHFGNDWEDRKMRVQM. (8) Given the antigen sequence: DERETWSGKVDFLLSVIGFAVDLANVWRFPYLCYKNGGGAFLVPYGIMLAVGGIPLFYMELALGQHNRKGAITCWGRLVPLFKGIGYAVVLIAFYVDFYYNVIIAWSLRFFFASFTNSLPWTSCNNIWNTPNCRPFESQGFQSAASEYFNRYILELNRSEGIHDLGAIKWDMALCLLIVYLICYFSLWKGISTSGKVVWFTALFPYAALLILLIRGLTLPGSFLGIQYYLTPNFSAIYKAEVWADAATQVFFSLGPGFGVLLAYASYNKYHNNVYKDALLTSFINSATSFIAGFVIFSVLGYMAHTLGVRIEDVATEGPGLVFVVYPAAIATMPASTFWALIFFMMLATLGLDSSFGGSEAIITALSDEFPKIKRNRELFVAGLFSLYFVVGLASCTQGGFYFFHLLDRYAAGYSILVAVFFEAIAVSWIYGTNRFSEDIRDMIGFPPGRYWQVCWRFVAPIFLLFITVYLLIGYEPLTYADYVYPSWANALGWCIAGSS..., which amino acid positions are active epitope sites? The epitope positions are: [65, 269, 270, 430, 434, 437, 438, 440, 441, 442, 443, 444, 445, 446, 530]. The amino acids at these positions are: HYHYREDRDMIGFPR. (9) Given the antigen sequence: WDLMQNIMNDMPIYMYSVCNVMSGDQDNWLRLKFTVRDCNSFPGGASSCKETFNIAPDEITVSSDFEARHVKLNVEACVALLSV, which amino acid positions are active epitope sites? The epitope positions are: [4, 5, 6, 7, 14, 16, 18, 20, 21, 36, 40, 41, 42, 62, 65, 66, 68, 77, 78, 79]. The amino acids at these positions are: QNIMMSCVMRSFPSFERCVA. (10) The epitope positions are: [0, 1, 3, 4, 5, 24, 26, 36, 37, 75, 77, 98, 101, 102, 103]. The amino acids at these positions are: ELDDDMNLYIHMGKT. Given the antigen sequence: ELCDDDPPEIPHATFKAMAYKEGTMLNCECRIKSGSLYMLCTGNSSHSSWDNQCQCTSSGHCREPPPWENEATERIYHFVVGQMVYYQGYRAAESVCKMTHGKTRWTQPQL, which amino acid positions are active epitope sites?